Dataset: Reaction yield outcomes from USPTO patents with 853,638 reactions. Task: Predict the reaction yield, written as a fraction of the theoretical maximum amount of product (1.0 means a 100% yield; for example, 0.34 means a 34% yield). (1) The reactants are [H-].[Na+].[C:3]1([OH:9])[CH:8]=[CH:7][CH:6]=[CH:5][CH:4]=1.Cl[C:11]1[C:20]2[C:15](=[CH:16][CH:17]=[C:18]([I:21])[CH:19]=2)[N:14]=[CH:13][N:12]=1. The catalyst is CN(C=O)C. The product is [I:21][C:18]1[CH:19]=[C:20]2[C:15](=[CH:16][CH:17]=1)[N:14]=[CH:13][N:12]=[C:11]2[O:9][C:3]1[CH:8]=[CH:7][CH:6]=[CH:5][CH:4]=1. The yield is 0.940. (2) The reactants are [C:1]([O:5][C:6]([C@H:8]1[NH:13][C:12]([CH3:18])([C:14](OC)=[O:15])[CH2:11][C:10](=[O:19])[N:9]1[CH3:20])=[O:7])([CH3:4])([CH3:3])[CH3:2].[NH2:21][NH2:22]. The catalyst is CCO. The product is [C:1]([O:5][C:6]([C@H:8]1[NH:13][C:12]([CH3:18])([C:14]([NH:21][NH2:22])=[O:15])[CH2:11][C:10](=[O:19])[N:9]1[CH3:20])=[O:7])([CH3:4])([CH3:3])[CH3:2]. The yield is 1.00. (3) The reactants are [Si:1]([O:8][C@@H:9]([CH2:22][CH2:23][CH2:24][CH2:25][CH3:26])[C@H:10]([N:12]1[CH:20]=[N:19][C:18]2[C:13]1=[N:14][CH:15]=[N:16][C:17]=2Cl)[CH3:11])([C:4]([CH3:7])([CH3:6])[CH3:5])([CH3:3])[CH3:2].ClCCl.CO.[NH3:32]. No catalyst specified. The product is [Si:1]([O:8][C@@H:9]([CH2:22][CH2:23][CH2:24][CH2:25][CH3:26])[C@H:10]([N:12]1[CH:20]=[N:19][C:18]2[C:13]1=[N:14][CH:15]=[N:16][C:17]=2[NH2:32])[CH3:11])([C:4]([CH3:7])([CH3:6])[CH3:5])([CH3:3])[CH3:2]. The yield is 0.680. (4) The reactants are [C:1]([O:5][C:6]([N:8]1[CH2:13][CH2:12][CH:11]([N:14]2[C:22]3[C:17](=[CH:18][CH:19]=[C:20]([Cl:23])[CH:21]=3)[CH2:16][CH2:15]2)[CH2:10][CH2:9]1)=[O:7])([CH3:4])([CH3:3])[CH3:2].C(C1C(=O)C(Cl)=C(Cl)C(=O)C=1C#N)#N. The catalyst is O1CCCC1.C(OCC)(=O)C. The product is [C:1]([O:5][C:6]([N:8]1[CH2:9][CH2:10][CH:11]([N:14]2[C:22]3[C:17](=[CH:18][CH:19]=[C:20]([Cl:23])[CH:21]=3)[CH:16]=[CH:15]2)[CH2:12][CH2:13]1)=[O:7])([CH3:4])([CH3:2])[CH3:3]. The yield is 1.02. (5) The reactants are [Cl:1][C:2]1[CH:11]=[C:10]2[C:5]([C:6]([N:12]3[CH2:17][CH2:16][NH:15][CH:14]([CH2:18][N:19]([CH3:21])[CH3:20])[CH2:13]3)=[N:7][CH:8]=[N:9]2)=[CH:4][C:3]=1[C:22]1[CH:27]=[CH:26][C:25]([Cl:28])=[CH:24][CH:23]=1.CCN(CC)CC.[C:36](Cl)(=[O:39])[CH:37]=[CH2:38]. The catalyst is ClCCl. The product is [Cl:1][C:2]1[CH:11]=[C:10]2[C:5]([C:6]([N:12]3[CH2:17][CH2:16][N:15]([C:36](=[O:39])[CH:37]=[CH2:38])[CH:14]([CH2:18][N:19]([CH3:21])[CH3:20])[CH2:13]3)=[N:7][CH:8]=[N:9]2)=[CH:4][C:3]=1[C:22]1[CH:27]=[CH:26][C:25]([Cl:28])=[CH:24][CH:23]=1. The yield is 0.360. (6) The yield is 0.610. The product is [Br:15][C:8]1[C:6]2[N:7]=[C:2]([Cl:1])[N:3]=[C:4]([CH2:11][CH2:12][CH2:13][NH2:14])[C:5]=2[S:10][CH:9]=1. The reactants are [Cl:1][C:2]1[N:3]=[C:4]([CH2:11][CH2:12][CH2:13][NH2:14])[C:5]2[S:10][CH:9]=[CH:8][C:6]=2[N:7]=1.[Br:15]N1C(=O)CCC1=O. The catalyst is C(#N)C.